From a dataset of Catalyst prediction with 721,799 reactions and 888 catalyst types from USPTO. Predict which catalyst facilitates the given reaction. (1) Reactant: C([Si](C)(C)[O:6][C:7]1[C:8]([F:16])=[C:9]([C:12]([F:15])=[CH:13][CH:14]=1)[CH:10]=[O:11])(C)(C)C.O.O.O.[F-].C([N+](CCCC)(CCCC)CCCC)CCC.O. Product: [F:16][C:8]1[C:7]([OH:6])=[CH:14][CH:13]=[C:12]([F:15])[C:9]=1[CH:10]=[O:11]. The catalyst class is: 9. (2) Reactant: C([Li])CCC.[CH2:6]([OH:13])[C:7]1[CH:12]=[CH:11][CH:10]=[CH:9][CH:8]=1.[CH:14]1([NH:20][C:21]2[CH:30]=[C:29]3[C:24]([C:25](=[O:39])[C:26]([C:36]([OH:38])=[O:37])=[CH:27][N:28]3[CH:31]3[CH2:35][CH2:34][CH2:33][CH2:32]3)=[C:23](F)[C:22]=2[F:41])[CH2:19][CH2:18][CH2:17][CH2:16][CH2:15]1.Cl. Product: [CH2:6]([O:13][C:23]1[C:22]([F:41])=[C:21]([NH:20][CH:14]2[CH2:15][CH2:16][CH2:17][CH2:18][CH2:19]2)[CH:30]=[C:29]2[C:24]=1[C:25](=[O:39])[C:26]([C:36]([OH:38])=[O:37])=[CH:27][N:28]2[CH:31]1[CH2:35][CH2:34][CH2:33][CH2:32]1)[C:7]1[CH:12]=[CH:11][CH:10]=[CH:9][CH:8]=1. The catalyst class is: 247.